Dataset: Forward reaction prediction with 1.9M reactions from USPTO patents (1976-2016). Task: Predict the product of the given reaction. (1) Given the reactants O[CH2:2][C:3]1[CH:4]=[C:5]([C:14]([O:16][CH2:17][CH3:18])=[O:15])[CH:6]=[C:7]([CH:13]=1)[C:8]([O:10][CH2:11][CH3:12])=[O:9].C1(P(C2C=CC=CC=2)C2C=CC=CC=2)C=CC=CC=1.[S:38]1C=CC=C1CC(O)=O.[CH3:47][CH:48]([O:50]C(/N=N/C(OC(C)C)=O)=O)C, predict the reaction product. The product is: [C:48]([S:38][CH2:2][C:3]1[CH:4]=[C:5]([C:14]([O:16][CH2:17][CH3:18])=[O:15])[CH:6]=[C:7]([CH:13]=1)[C:8]([O:10][CH2:11][CH3:12])=[O:9])(=[O:50])[CH3:47]. (2) Given the reactants [CH3:1][N:2]1[C:10]2[C@@:9]3([CH3:14])[C:11]([CH3:13])([CH3:12])[C@H:6]([CH2:7][CH2:8]3)[C:5]=2[C:4](=[O:15])[NH:3]1.[F:16][C:17]1[CH:18]=[C:19]([CH:22]=[CH:23][CH:24]=1)[CH2:20]Br, predict the reaction product. The product is: [F:16][C:17]1[CH:18]=[C:19]([CH:22]=[CH:23][CH:24]=1)[CH2:20][N:3]1[C:4](=[O:15])[C:5]2[C@@H:6]3[C:11]([CH3:12])([CH3:13])[C@@:9]([CH3:14])([CH2:8][CH2:7]3)[C:10]=2[N:2]1[CH3:1]. (3) The product is: [CH3:1][N:2]1[C:11](=[O:12])[CH:10]([C:20]2[CH:25]=[C:24]([Cl:26])[CH:23]=[C:22]([Cl:27])[CH:21]=2)[C:9]2[C:4](=[CH:5][C:6]([O:28][CH3:29])=[CH:7][CH:8]=2)[CH2:3]1. Given the reactants [CH3:1][N:2]1[C:11](=[O:12])[C:10]([C:20]2[CH:25]=[C:24]([Cl:26])[CH:23]=[C:22]([Cl:27])[CH:21]=2)(SC2C=CC=CC=2)[C:9]2[C:4](=[CH:5][C:6]([O:28][CH3:29])=[CH:7][CH:8]=2)[CH2:3]1.[BH4-].[Na+], predict the reaction product. (4) Given the reactants [O:1]=[C:2]1[CH2:8][CH2:7][CH2:6][N:5]([C:9]([O:11][CH2:12][C:13]2[CH:18]=[CH:17][CH:16]=[CH:15][CH:14]=2)=[O:10])[CH2:4][CH2:3]1.[F:19][C:20]([Si](C)(C)C)([F:22])[F:21], predict the reaction product. The product is: [OH:1][C:2]1([C:20]([F:22])([F:21])[F:19])[CH2:8][CH2:7][CH2:6][N:5]([C:9]([O:11][CH2:12][C:13]2[CH:14]=[CH:15][CH:16]=[CH:17][CH:18]=2)=[O:10])[CH2:4][CH2:3]1. (5) Given the reactants [Cl:1][C:2]1[N:7]=[C:6]([NH:8][C:9]2[CH:14]=[CH:13][CH:12]=[CH:11][C:10]=2[CH2:15][NH:16][CH3:17])[C:5]([Cl:18])=[CH:4][N:3]=1.C(O[C:23](=[O:25])[CH3:24])(=O)C.N1C=CC=CC=1, predict the reaction product. The product is: [Cl:1][C:2]1[N:7]=[C:6]([NH:8][C:9]2[CH:14]=[CH:13][CH:12]=[CH:11][C:10]=2[CH2:15][N:16]([CH3:17])[C:23](=[O:25])[CH3:24])[C:5]([Cl:18])=[CH:4][N:3]=1. (6) The product is: [CH3:16][O:17][CH2:18][CH2:19][CH2:20][O:1][C:2]1[CH:9]=[CH:8][CH:7]=[CH:6][C:3]=1[CH:4]=[O:5].[S:22]([C:25]1[CH:30]=[CH:29][C:28]([CH3:31])=[CH:27][CH:26]=1)([O-:24])(=[O:23])=[O:21]. Given the reactants [OH:1][C:2]1[CH:9]=[CH:8][CH:7]=[CH:6][C:3]=1[CH:4]=[O:5].C(=O)([O-])[O-].[K+].[K+].[CH3:16][O:17][CH2:18][CH2:19][CH2:20][O:21][S:22]([C:25]1[CH:30]=[CH:29][C:28]([CH3:31])=[CH:27][CH:26]=1)(=[O:24])=[O:23], predict the reaction product. (7) Given the reactants [CH3:1][Si:2]([C:7]1[C:12]([F:13])=[C:11]([F:14])[C:10]([F:15])=[C:9]([F:16])[C:8]=1[F:17])(OC)OC.S(Cl)([Cl:20])=O.[ClH:22].[NH+]1C=CC=CC=1, predict the reaction product. The product is: [CH3:1][Si:2]([C:7]1[C:12]([F:13])=[C:11]([F:14])[C:10]([F:15])=[C:9]([F:16])[C:8]=1[F:17])([Cl:20])[Cl:22].